From a dataset of Reaction yield outcomes from USPTO patents with 853,638 reactions. Predict the reaction yield, written as a fraction of the theoretical maximum amount of product (1.0 means a 100% yield; for example, 0.34 means a 34% yield). (1) The reactants are [C:1]([O:5][C:6]([N:8]([CH:21]([CH3:23])[CH3:22])[CH2:9][C@H:10]([C:14]1[CH:19]=[CH:18][C:17]([Cl:20])=[CH:16][CH:15]=1)[C:11](O)=[O:12])=[O:7])([CH3:4])([CH3:3])[CH3:2].Cl.C(N=C=NCCCN(C)C)C.C1C=CC2N(O)N=NC=2C=1.O.C(N(CC)CC)C.[CH:54]([O:57][C:58]1[C:59]([N:67]2[CH2:72][CH2:71][NH:70][CH2:69][CH2:68]2)=[C:60]2[CH:66]=[CH:65][NH:64][C:61]2=[N:62][CH:63]=1)([CH3:56])[CH3:55]. The catalyst is C(Cl)Cl. The product is [Cl:20][C:17]1[CH:18]=[CH:19][C:14]([C@H:10]([C:11]([N:70]2[CH2:71][CH2:72][N:67]([C:59]3[C:58]([O:57][CH:54]([CH3:56])[CH3:55])=[CH:63][N:62]=[C:61]4[NH:64][CH:65]=[CH:66][C:60]=34)[CH2:68][CH2:69]2)=[O:12])[CH2:9][N:8]([CH:21]([CH3:23])[CH3:22])[C:6](=[O:7])[O:5][C:1]([CH3:2])([CH3:4])[CH3:3])=[CH:15][CH:16]=1. The yield is 0.620. (2) The reactants are [CH3:1][S:2]([C:5]1[CH:10]=[CH:9][C:8](B(O)O)=[CH:7][CH:6]=1)(=[O:4])=[O:3].[NH2:14][C:15]1[N:16]=[C:17]([N:26]2[CH2:31][CH2:30][N:29]([C:32](=[O:42])[CH2:33][O:34][C:35]3[CH:40]=[CH:39][C:38]([Cl:41])=[CH:37][CH:36]=3)[CH2:28][CH2:27]2)[C:18]2[N:24]=[C:23](Cl)[CH:22]=[CH:21][C:19]=2[N:20]=1. No catalyst specified. The product is [NH2:14][C:15]1[N:16]=[C:17]([N:26]2[CH2:27][CH2:28][N:29]([C:32](=[O:42])[CH2:33][O:34][C:35]3[CH:40]=[CH:39][C:38]([Cl:41])=[CH:37][CH:36]=3)[CH2:30][CH2:31]2)[C:18]2[N:24]=[C:23]([C:8]3[CH:9]=[CH:10][C:5]([S:2]([CH3:1])(=[O:4])=[O:3])=[CH:6][CH:7]=3)[CH:22]=[CH:21][C:19]=2[N:20]=1. The yield is 0.620. (3) The yield is 0.840. The product is [NH2:4][C:5]1[N:14]=[C:13]([O:31][CH2:30][CH2:29][O:28][CH3:27])[C:12]2[C:7](=[CH:8][CH:9]=[C:10]([C:20]3[CH:25]=[CH:24][C:23]([F:26])=[CH:22][CH:21]=3)[CH:11]=2)[N:6]=1. No catalyst specified. The reactants are C([NH:4][C:5]1[N:14]=[C:13](C2N=CNN=2)[C:12]2[C:7](=[CH:8][CH:9]=[C:10]([C:20]3[CH:25]=[CH:24][C:23]([F:26])=[CH:22][CH:21]=3)[CH:11]=2)[N:6]=1)(=O)C.[CH3:27][O:28][CH2:29][CH2:30][OH:31]. (4) The reactants are [NH2:1][C:2]1[S:3][C@:4]2([C:21]([O:23][CH2:24][CH3:25])=[O:22])[C@H:6]([C@:7]([C:10]3[CH:15]=[C:14]([N+:16]([O-])=O)[CH:13]=[C:12]([F:19])[C:11]=3[F:20])([CH3:9])[N:8]=1)[CH2:5]2. The catalyst is CC(O)=O.C(O)(C(F)(F)F)=O.[Zn]. The product is [NH2:1][C:2]1[S:3][C@:4]2([C:21]([O:23][CH2:24][CH3:25])=[O:22])[C@H:6]([C@:7]([C:10]3[CH:15]=[C:14]([NH2:16])[CH:13]=[C:12]([F:19])[C:11]=3[F:20])([CH3:9])[N:8]=1)[CH2:5]2. The yield is 0.560. (5) The reactants are [C:1]([O:5][C:6](=[O:25])[N:7]([CH2:16][C:17]1[CH:22]=[CH:21][C:20]([CH2:23][OH:24])=[CH:19][CH:18]=1)[CH2:8][C:9]1[C:14]([OH:15])=[CH:13][CH:12]=[CH:11][N:10]=1)([CH3:4])([CH3:3])[CH3:2]. The catalyst is C(Cl)Cl.O=[Mn]=O. The product is [C:1]([O:5][C:6](=[O:25])[N:7]([CH2:16][C:17]1[CH:18]=[CH:19][C:20]([CH:23]=[O:24])=[CH:21][CH:22]=1)[CH2:8][C:9]1[C:14]([OH:15])=[CH:13][CH:12]=[CH:11][N:10]=1)([CH3:4])([CH3:2])[CH3:3]. The yield is 0.830. (6) The product is [C:28]([C:23]1[CH:24]=[CH:25][CH:26]=[CH:27][C:22]=1[C:19]1[CH:20]=[CH:21][C:16]([CH2:15][C:12]2[C:13](=[O:14])[N:8]([C@H:5]3[CH2:6][CH2:7][C@H:2]([O:1][CH:40]([CH3:41])[C:39]([OH:45])=[O:38])[CH2:3][CH2:4]3)[C:9]3[N:10]([N:33]=[CH:34][N:35]=3)[C:11]=2[CH2:30][CH2:31][CH3:32])=[CH:17][CH:18]=1)#[N:29]. The reactants are [OH:1][C@H:2]1[CH2:7][CH2:6][C@H:5]([N:8]2[C:13](=[O:14])[C:12]([CH2:15][C:16]3[CH:21]=[CH:20][C:19]([C:22]4[C:23]([C:28]#[N:29])=[CH:24][CH:25]=[CH:26][CH:27]=4)=[CH:18][CH:17]=3)=[C:11]([CH2:30][CH2:31][CH3:32])[N:10]3[N:33]=[CH:34][N:35]=[C:9]23)[CH2:4][CH2:3]1.C([O:38][C:39](=[O:45])[CH:40](C)[CH2:41][N+]#N)C. The yield is 0.890. The catalyst is C1(C)C=CC=CC=1.C([O-])(=O)C.[Rh+]. (7) The reactants are [N+:1]([C:4]1[CH:9]=[CH:8][C:7]([N:10]=[C:11]=[S:12])=[CH:6][CH:5]=1)([O-:3])=[O:2].[NH2:13][C:14]([CH3:18])([CH3:17])[CH2:15][OH:16]. The catalyst is C1COCC1. The product is [OH:16][CH2:15][C:14]([NH:13][C:11]([NH:10][C:7]1[CH:6]=[CH:5][C:4]([N+:1]([O-:3])=[O:2])=[CH:9][CH:8]=1)=[S:12])([CH3:18])[CH3:17]. The yield is 0.660. (8) The reactants are Cl.Cl.[C:3]1([C:9]2[N:10]=[C:11]([CH:14]3[CH2:19][CH2:18][NH:17][CH2:16][CH2:15]3)[S:12][CH:13]=2)[CH:8]=[CH:7][CH:6]=[CH:5][CH:4]=1. The catalyst is [OH-].[Na+]. The product is [C:3]1([C:9]2[N:10]=[C:11]([CH:14]3[CH2:19][CH2:18][NH:17][CH2:16][CH2:15]3)[S:12][CH:13]=2)[CH:4]=[CH:5][CH:6]=[CH:7][CH:8]=1. The yield is 1.00. (9) The reactants are O.[OH-].[Li+].[CH3:4][C:5]([O:8][C@H:9]([CH3:41])[C@@H:10]([C:37]([O:39]C)=[O:38])[NH:11][C:12]([C:14]1[C:23]([NH:24][C:25](=[O:36])[CH2:26][C:27]2[C:32]([CH3:33])=[CH:31][C:30]([CH3:34])=[CH:29][C:28]=2[CH3:35])=[CH:22][C:21]2[C:16](=[CH:17][CH:18]=[CH:19][CH:20]=2)[CH:15]=1)=[O:13])([CH3:7])[CH3:6].O.Cl. The catalyst is O1CCOCC1.C(Cl)Cl.CO. The product is [CH3:7][C:5]([O:8][C@H:9]([CH3:41])[C@@H:10]([C:37]([OH:39])=[O:38])[NH:11][C:12]([C:14]1[C:23]([NH:24][C:25](=[O:36])[CH2:26][C:27]2[C:28]([CH3:35])=[CH:29][C:30]([CH3:34])=[CH:31][C:32]=2[CH3:33])=[CH:22][C:21]2[C:16](=[CH:17][CH:18]=[CH:19][CH:20]=2)[CH:15]=1)=[O:13])([CH3:4])[CH3:6]. The yield is 0.180.